From a dataset of Forward reaction prediction with 1.9M reactions from USPTO patents (1976-2016). Predict the product of the given reaction. Given the reactants [F:1][C:2]([F:44])([F:43])[C:3]1[CH:4]=[C:5]([C:13]([CH3:42])([CH3:41])[C:14]([N:16]([CH3:40])[C:17]2[C:18]([C:32]3[CH:37]=[CH:36][C:35]([F:38])=[CH:34][C:33]=3[CH3:39])=[CH:19][C:20]([C@@H:23]3[NH:27][C@@:26]([CH3:31])([C:28]([NH2:30])=[O:29])[CH2:25][CH2:24]3)=[N:21][CH:22]=2)=[O:15])[CH:6]=[C:7]([C:9]([F:12])([F:11])[F:10])[CH:8]=1.[ClH:45], predict the reaction product. The product is: [ClH:45].[F:44][C:2]([F:1])([F:43])[C:3]1[CH:4]=[C:5]([C:13]([CH3:41])([CH3:42])[C:14]([N:16]([CH3:40])[C:17]2[C:18]([C:32]3[CH:37]=[CH:36][C:35]([F:38])=[CH:34][C:33]=3[CH3:39])=[CH:19][C:20]([C@@H:23]3[NH:27][C@@:26]([CH3:31])([C:28]([NH2:30])=[O:29])[CH2:25][CH2:24]3)=[N:21][CH:22]=2)=[O:15])[CH:6]=[C:7]([C:9]([F:10])([F:11])[F:12])[CH:8]=1.